Dataset: Catalyst prediction with 721,799 reactions and 888 catalyst types from USPTO. Task: Predict which catalyst facilitates the given reaction. Reactant: [CH:1]1([C:5]2[C:14]3[C:9](=[CH:10][CH:11]=[CH:12][CH:13]=3)[N:8]=[CH:7][CH:6]=2)[CH2:4][CH2:3][CH2:2]1.[Br:15][CH2:16][C:17]1[CH:22]=[CH:21][CH:20]=[CH:19][CH:18]=1. Product: [Br-:15].[CH2:16]([N+:8]1[C:9]2[C:14](=[CH:13][CH:12]=[CH:11][CH:10]=2)[C:5]([CH:1]2[CH2:2][CH2:3][CH2:4]2)=[CH:6][CH:7]=1)[C:17]1[CH:22]=[CH:21][CH:20]=[CH:19][CH:18]=1. The catalyst class is: 11.